This data is from Full USPTO retrosynthesis dataset with 1.9M reactions from patents (1976-2016). The task is: Predict the reactants needed to synthesize the given product. Given the product [Cl:29][C:12]1[C:13]([C:15]2[CH:20]=[CH:19][CH:18]=[C:17]([NH:21][CH2:22][CH:23]3[CH2:28][CH2:27][O:26][CH2:25][CH2:24]3)[N:16]=2)=[CH:14][C:9]([NH:8][C@H:5]2[CH2:6][CH2:7][C@H:2]([NH:1][CH2:43][CH2:44][O:45][C:46]([F:49])([F:48])[F:47])[CH2:3][CH2:4]2)=[N:10][CH:11]=1, predict the reactants needed to synthesize it. The reactants are: [NH2:1][C@H:2]1[CH2:7][CH2:6][C@H:5]([NH:8][C:9]2[CH:14]=[C:13]([C:15]3[CH:20]=[CH:19][CH:18]=[C:17]([NH:21][CH2:22][CH:23]4[CH2:28][CH2:27][O:26][CH2:25][CH2:24]4)[N:16]=3)[C:12]([Cl:29])=[CH:11][N:10]=2)[CH2:4][CH2:3]1.C(N(CC)CC)C.FC(F)(F)S(O[CH2:43][CH2:44][O:45][C:46]([F:49])([F:48])[F:47])(=O)=O.